From a dataset of Reaction yield outcomes from USPTO patents with 853,638 reactions. Predict the reaction yield, written as a fraction of the theoretical maximum amount of product (1.0 means a 100% yield; for example, 0.34 means a 34% yield). The reactants are [CH3:1][C:2]1[CH:3]=[CH:4][C:5]([CH2:10][CH2:11][CH2:12][CH:13]=[CH2:14])=[C:6]([CH:9]=1)[CH:7]=O.C([O-])(=O)C.[NH4+].C([BH3-])#[N:21].[Na+].C(=O)(O)[O-].[Na+]. The catalyst is CO. The product is [CH3:1][C:2]1[CH:3]=[CH:4][C:5]([CH2:10][CH2:11][CH2:12][CH:13]=[CH2:14])=[C:6]([CH2:7][NH2:21])[CH:9]=1. The yield is 0.330.